Predict which catalyst facilitates the given reaction. From a dataset of Catalyst prediction with 721,799 reactions and 888 catalyst types from USPTO. (1) Reactant: [NH4+].[N:2]#[C:3][S-:4].[CH3:5][C:6]1[CH:7]=[C:8]([CH:10]=[CH:11][C:12]=1[CH3:13])[NH2:9]. Product: [CH3:5][C:6]1[CH:7]=[C:8]([NH:9][C:3]([NH2:2])=[S:4])[CH:10]=[CH:11][C:12]=1[CH3:13]. The catalyst class is: 126. (2) Reactant: [CH3:1][O:2][C:3]1[CH:8]=[C:7](F)[C:6]([CH3:10])=[CH:5][C:4]=1[N+:11]([O-:13])=[O:12].[NH:14]1[CH2:19][CH2:18][CH:17]([CH2:20][CH2:21][OH:22])[CH2:16][CH2:15]1.C([O-])([O-])=O.[K+].[K+].O. Product: [CH3:10][C:6]1[CH:5]=[C:4]([N+:11]([O-:13])=[O:12])[C:3]([O:2][CH3:1])=[CH:8][C:7]=1[N:14]1[CH2:19][CH2:18][CH:17]([CH2:20][CH2:21][OH:22])[CH2:16][CH2:15]1. The catalyst class is: 16.